The task is: Predict which catalyst facilitates the given reaction.. This data is from Catalyst prediction with 721,799 reactions and 888 catalyst types from USPTO. (1) The catalyst class is: 103. Reactant: [CH3:1][C:2]([C:6]1[CH:11]=[CH:10][C:9]([CH2:12][C:13]2[C:22]3[C:17](=[CH:18][CH:19]=C(B4OC(C)(C)C(C)(C)O4)[CH:21]=3)[N:16]=[CH:15][C:14]=2[N+:32]([O-:34])=[O:33])=[CH:8][CH:7]=1)([CH3:5])[C:3]#[N:4].Br[C:36]1[CH:37]=[C:38]([N:42]2CCN(C)CC2)[CH:39]=[CH:40][CH:41]=1.C([O-])([O-])=O.[Na+].[Na+].[C:55]1([CH3:61])[CH:60]=[CH:59][CH:58]=[CH:57][CH:56]=1. Product: [CH:56]1[C:57]2[NH:42][C:38]3[C:39](=[CH:40][CH:41]=[CH:36][CH:37]=3)[C:58]=2[CH:59]=[CH:60][C:55]=1[C:61]1[CH:21]=[C:22]2[C:17](=[CH:18][CH:19]=1)[N:16]=[CH:15][C:14]([N+:32]([O-:34])=[O:33])=[C:13]2[CH2:12][C:9]1[CH:8]=[CH:7][C:6]([C:2]([CH3:5])([CH3:1])[C:3]#[N:4])=[CH:11][CH:10]=1. (2) Reactant: Cl.[CH2:2]([O:9][C:10]1[C:11]([C:24]([O:26][C:27]([CH3:30])([CH3:29])[CH3:28])=[O:25])=[N:12][C:13]([CH2:17][CH:18]2[CH2:23][CH2:22][NH:21][CH2:20][CH2:19]2)=[N:14][C:15]=1[CH3:16])[C:3]1[CH:8]=[CH:7][CH:6]=[CH:5][CH:4]=1.Cl[C:32]1[S:33][C:34]2[CH:40]=[CH:39][CH:38]=[CH:37][C:35]=2[N:36]=1.C(N(C(C)C)CC)(C)C. Product: [S:33]1[C:34]2[CH:40]=[CH:39][CH:38]=[CH:37][C:35]=2[N:36]=[C:32]1[N:21]1[CH2:22][CH2:23][CH:18]([CH2:17][C:13]2[N:12]=[C:11]([C:24]([O:26][C:27]([CH3:30])([CH3:29])[CH3:28])=[O:25])[C:10]([O:9][CH2:2][C:3]3[CH:4]=[CH:5][CH:6]=[CH:7][CH:8]=3)=[C:15]([CH3:16])[N:14]=2)[CH2:19][CH2:20]1. The catalyst class is: 51. (3) Reactant: [Cl:1][C:2]1[CH:7]=[CH:6][CH:5]=[C:4]([Cl:8])[C:3]=1[NH:9][C:10]1[NH:11][C:12]2[C:21]3[C:20](=[O:22])[NH:19][CH:18](O)[C:17](C)([CH3:24])[C:16]=3[CH:15]=[CH:14][C:13]=2[N:26]=1.[C:27]([O-])(O)=O.[Na+]. Product: [Cl:8][C:4]1[CH:5]=[CH:6][CH:7]=[C:2]([Cl:1])[C:3]=1[NH:9][C:10]1[NH:11][C:12]2[C:21]3[C:20](=[O:22])[NH:19][C:18]([CH3:27])=[C:17]([CH3:24])[C:16]=3[CH:15]=[CH:14][C:13]=2[N:26]=1. The catalyst class is: 82. (4) Reactant: [C:1]([C:5]1[CH:30]=[CH:29][C:8]([CH2:9][N:10]2[C:18]3[C:13](=[CH:14][C:15]([NH:19][S:20]([C:23]4[CH:28]=[CH:27][CH:26]=[CH:25][CH:24]=4)(=[O:22])=[O:21])=[CH:16][CH:17]=3)[CH:12]=[CH:11]2)=[CH:7][CH:6]=1)([CH3:4])([CH3:3])[CH3:2].[H-].[Na+].[CH3:33][O:34][C:35](=[O:38])[CH2:36]Br.CCCCCC. Product: [CH3:33][O:34][C:35](=[O:38])[CH2:36][N:19]([S:20]([C:23]1[CH:28]=[CH:27][CH:26]=[CH:25][CH:24]=1)(=[O:21])=[O:22])[C:15]1[CH:14]=[C:13]2[C:18](=[CH:17][CH:16]=1)[N:10]([CH2:9][C:8]1[CH:29]=[CH:30][C:5]([C:1]([CH3:4])([CH3:2])[CH3:3])=[CH:6][CH:7]=1)[CH:11]=[CH:12]2. The catalyst class is: 31. (5) Reactant: [H-].[Na+].[C:3]1(=[O:13])[C:12]2[C:7](=[CH:8][CH:9]=[CH:10][CH:11]=2)[CH2:6][CH2:5][NH:4]1.[CH3:14]I.O. Product: [CH3:14][N:4]1[CH2:5][CH2:6][C:7]2[C:12](=[CH:11][CH:10]=[CH:9][CH:8]=2)[C:3]1=[O:13]. The catalyst class is: 1. (6) Reactant: [Cl:1][C:2]1[CH:3]=[C:4]([NH:8][C:9]2[N:14]=[CH:13][N:12]=[C:11]([C:15]3[CH:20]=[CH:19][N:18]=C(C#N)[CH:16]=3)[N:10]=2)[CH:5]=[CH:6][CH:7]=1.[OH-:23].[Na+].Cl.[CH2:26]([OH:28])[CH3:27]. Product: [Cl:1][C:2]1[CH:3]=[C:4]([NH:8][C:9]2[N:14]=[CH:13][N:12]=[C:11]([C:15]3[CH:20]=[CH:19][N:18]=[C:27]([C:26]([OH:23])=[O:28])[CH:16]=3)[N:10]=2)[CH:5]=[CH:6][CH:7]=1. The catalyst class is: 6. (7) Reactant: [CH2:1]([NH:3][C:4]([C:6]1[N:10]2[CH:11]=[C:12]([CH:15]=O)[CH:13]=[CH:14][C:9]2=[N:8][CH:7]=1)=[O:5])[CH3:2].[S:17]1[CH2:21][C:20](=[O:22])[NH:19][C:18]1=[O:23].N1CCCCC1.CC(O)=O. Product: [O:23]=[C:18]1[NH:19][C:20](=[O:22])/[C:21](=[CH:15]/[C:12]2[CH:13]=[CH:14][C:9]3[N:10]([C:6]([C:4]([NH:3][CH2:1][CH3:2])=[O:5])=[CH:7][N:8]=3)[CH:11]=2)/[S:17]1. The catalyst class is: 14. (8) Reactant: FC(F)(F)C(O)=O.[NH2:8][C:9]1[CH:10]=[C:11]([N:15]2[C:20]3[N:21]=[C:22]([NH:25][C:26]4[CH:31]=[CH:30][C:29]([N:32]5[CH2:37][CH2:36][O:35][CH2:34][CH2:33]5)=[CH:28][C:27]=4[O:38][CH3:39])[N:23]=[CH:24][C:19]=3[CH:18]=[CH:17][C:16]2=[O:40])[CH:12]=[CH:13][CH:14]=1.CCN(C(C)C)C(C)C.[C:50](Cl)(=[O:53])[CH:51]=[CH2:52].C([O-])(O)=O.[Na+]. Product: [CH3:39][O:38][C:27]1[CH:28]=[C:29]([N:32]2[CH2:37][CH2:36][O:35][CH2:34][CH2:33]2)[CH:30]=[CH:31][C:26]=1[NH:25][C:22]1[N:23]=[CH:24][C:19]2[CH:18]=[CH:17][C:16](=[O:40])[N:15]([C:11]3[CH:10]=[C:9]([NH:8][C:50](=[O:53])[CH:51]=[CH2:52])[CH:14]=[CH:13][CH:12]=3)[C:20]=2[N:21]=1. The catalyst class is: 232.